This data is from Forward reaction prediction with 1.9M reactions from USPTO patents (1976-2016). The task is: Predict the product of the given reaction. Given the reactants [OH:1][C:2]1[CH:7]=[CH:6][C:5]([O:8][CH3:9])=[CH:4][C:3]=1[C:10](=O)[CH3:11].Br[CH2:14][C:15]([O:17][CH3:18])=[O:16].C(=O)([O-])[O-].[K+].[K+].C[O-].[Na+].Cl, predict the reaction product. The product is: [CH3:9][O:8][C:5]1[CH:6]=[CH:7][C:2]2[O:1][C:14]([C:15]([O:17][CH3:18])=[O:16])=[C:10]([CH3:11])[C:3]=2[CH:4]=1.